Task: Predict the reaction yield, written as a fraction of the theoretical maximum amount of product (1.0 means a 100% yield; for example, 0.34 means a 34% yield).. Dataset: Reaction yield outcomes from USPTO patents with 853,638 reactions The reactants are S(Cl)([Cl:3])=O.[C:5]1([NH:15][CH2:16][C:17]([OH:19])=[O:18])[C:14]2[C:9](=[CH:10][CH:11]=[CH:12][CH:13]=2)[CH:8]=[CH:7][CH:6]=1.[CH3:20]O. The catalyst is C(OCC)C. The product is [ClH:3].[CH3:20][O:18][C:17](=[O:19])[CH2:16][NH:15][C:5]1[C:14]2[C:9](=[CH:10][CH:11]=[CH:12][CH:13]=2)[CH:8]=[CH:7][CH:6]=1. The yield is 0.980.